From a dataset of Catalyst prediction with 721,799 reactions and 888 catalyst types from USPTO. Predict which catalyst facilitates the given reaction. Reactant: [CH3:1][O:2][C:3]1[C:12]2[N:11]=[C:10]([NH2:13])[N:9]3[CH2:14][CH2:15][N:16]=[C:8]3[C:7]=2[CH:6]=[CH:5][CH:4]=1.[C:17](O)(=[O:24])[C:18]1[CH:23]=[CH:22][CH:21]=[N:20][CH:19]=1.C(N(C(C)C)CC)(C)C.C1CN([P+](ON2N=NC3C=CC=CC2=3)(N2CCCC2)N2CCCC2)CC1.F[P-](F)(F)(F)(F)F. Product: [CH3:1][O:2][C:3]1[C:12]2[N:11]=[C:10]([NH:13][C:17](=[O:24])[C:18]3[CH:23]=[CH:22][CH:21]=[N:20][CH:19]=3)[N:9]3[CH2:14][CH2:15][N:16]=[C:8]3[C:7]=2[CH:6]=[CH:5][CH:4]=1. The catalyst class is: 3.